Dataset: Reaction yield outcomes from USPTO patents with 853,638 reactions. Task: Predict the reaction yield, written as a fraction of the theoretical maximum amount of product (1.0 means a 100% yield; for example, 0.34 means a 34% yield). The reactants are [C:1]1([NH:7][C:8]2[C:13]([C:14](=[O:17])[CH2:15][CH3:16])=[CH:12][CH:11]=[CH:10][N:9]=2)[CH:6]=[CH:5][CH:4]=[CH:3][CH:2]=1.C[Si]([N-][Si](C)(C)C)(C)C.[Na+].[O:28]1[CH:32]=[CH:31][N:30]=[C:29]1[C:33](Cl)=O. The catalyst is C1COCC1.CN(C=O)C.O. The product is [CH3:16][C:15]1[C:14](=[O:17])[C:13]2[C:8](=[N:9][CH:10]=[CH:11][CH:12]=2)[N:7]([C:1]2[CH:6]=[CH:5][CH:4]=[CH:3][CH:2]=2)[C:33]=1[C:29]1[O:28][CH:32]=[CH:31][N:30]=1. The yield is 0.201.